This data is from Catalyst prediction with 721,799 reactions and 888 catalyst types from USPTO. The task is: Predict which catalyst facilitates the given reaction. (1) Reactant: [Br:1][C:2]1[CH:8]=[C:7]([CH3:9])[CH:6]=[C:5]([N+:10]([O-:12])=[O:11])[C:3]=1N.N([O-])=O.[Na+].O. Product: [Br:1][C:2]1[CH:8]=[C:7]([CH3:9])[CH:6]=[C:5]([N+:10]([O-:12])=[O:11])[CH:3]=1. The catalyst class is: 8. (2) Product: [Cl:32][CH:30]([CH3:31])[CH2:29][N:19]([CH2:20][C:21]1[CH:26]=[CH:25][C:24]([O:27][CH3:28])=[CH:23][CH:22]=1)[C:17](=[O:18])[C@H:16]([OH:33])[C@@H:8]([OH:7])[C:9]([O:11][C:12]([CH3:15])([CH3:14])[CH3:13])=[O:10]. Reactant: [C-]#N.[K+].C([O:7][C@H:8]([C@@H:16]([O:33]C(=O)C)[C:17]([N:19]([CH2:29][CH:30]([Cl:32])[CH3:31])[CH2:20][C:21]1[CH:26]=[CH:25][C:24]([O:27][CH3:28])=[CH:23][CH:22]=1)=[O:18])[C:9]([O:11][C:12]([CH3:15])([CH3:14])[CH3:13])=[O:10])(=O)C. The catalyst class is: 24. (3) The catalyst class is: 81. Reactant: CS[C:3](=[C:16]([C:19]#[N:20])[C:17]#[N:18])[N:4]1[CH2:9][CH2:8][CH:7]([N:10]2[CH2:15][CH2:14][CH2:13][CH2:12][CH2:11]2)[CH2:6][CH2:5]1.[NH2:21][CH:22]1[CH2:27][CH2:26][N:25]([CH2:28][C:29]2[CH:34]=[CH:33][CH:32]=[CH:31][CH:30]=2)[CH2:24][CH2:23]1.C(OC(C)C)(C)C. Product: [CH2:28]([N:25]1[CH2:26][CH2:27][CH:22]([NH:21][C:3](=[C:16]([C:19]#[N:20])[C:17]#[N:18])[N:4]2[CH2:9][CH2:8][CH:7]([N:10]3[CH2:15][CH2:14][CH2:13][CH2:12][CH2:11]3)[CH2:6][CH2:5]2)[CH2:23][CH2:24]1)[C:29]1[CH:30]=[CH:31][CH:32]=[CH:33][CH:34]=1. (4) Reactant: Cl[C:2]1[C:3]2[C:10]3[CH2:11][CH2:12][CH2:13][C:9]=3[S:8][C:4]=2[N:5]=[CH:6][N:7]=1.[CH2:14]([NH:16][CH2:17][CH3:18])[CH3:15].[C:19](O)(C)(C)C.CCOC(C)=O. Product: [CH2:14]([N:16]([CH2:17][CH3:18])[C:2]1[C:3]2[C:10]3[CH2:19][CH2:11][CH2:12][CH2:13][C:9]=3[S:8][C:4]=2[N:5]=[CH:6][N:7]=1)[CH3:15]. The catalyst class is: 223. (5) Reactant: C(O)(=O)C[SH:3].[H-].[Na+].Cl[C:9]1[CH:14]=[CH:13][CH:12]=[C:11]([C:15]#[N:16])[N:10]=1.Cl.[C:18]([O:21]CC)(=O)[CH3:19]. Product: [C:15]([C:11]1[N:10]=[C:9]([CH2:19][C:18]([OH:21])=[S:3])[CH:14]=[CH:13][CH:12]=1)#[N:16]. The catalyst class is: 3.